Dataset: Catalyst prediction with 721,799 reactions and 888 catalyst types from USPTO. Task: Predict which catalyst facilitates the given reaction. Reactant: Br[C:2]1[C:7](=[O:8])[N:6]([CH2:9][C:10]([NH:12][CH2:13][C:14]2[CH:19]=[CH:18][N:17]=[CH:16][CH:15]=2)=[O:11])[N:5]=[C:4]([N+:20]([O-])=O)[C:3]=1[NH:23][C@@H:24]1[CH2:29][C@@H:28]2[CH2:30][C@@H:26]([C:27]2([CH3:32])[CH3:31])[C@H:25]1[CH3:33].[H][H]. Product: [NH2:20][C:4]1[C:3]([NH:23][C@@H:24]2[CH2:29][C@@H:28]3[CH2:30][C@@H:26]([C:27]3([CH3:31])[CH3:32])[C@H:25]2[CH3:33])=[CH:2][C:7](=[O:8])[N:6]([CH2:9][C:10]([NH:12][CH2:13][C:14]2[CH:15]=[CH:16][N:17]=[CH:18][CH:19]=2)=[O:11])[N:5]=1. The catalyst class is: 129.